This data is from Catalyst prediction with 721,799 reactions and 888 catalyst types from USPTO. The task is: Predict which catalyst facilitates the given reaction. (1) Reactant: [OH:1][C:2]1[CH:7]=[C:6]([CH3:8])[C:5]([NH:9][CH:10]=[O:11])=[C:4]([CH3:12])[C:3]=1[CH3:13].[H-].[Na+].Br[CH2:17]/[CH:18]=[CH:19]/[C:20]1[CH:25]=[CH:24][C:23]([CH:26]([CH3:28])[CH3:27])=[CH:22][CH:21]=1.O. Product: [CH:26]([C:23]1[CH:22]=[CH:21][C:20](/[CH:19]=[CH:18]/[CH2:17][O:1][C:2]2[CH:7]=[C:6]([CH3:8])[C:5]([NH:9][CH:10]=[O:11])=[C:4]([CH3:12])[C:3]=2[CH3:13])=[CH:25][CH:24]=1)([CH3:28])[CH3:27]. The catalyst class is: 9. (2) Reactant: [I:1]I.C1(P(C2C=CC=CC=2)C2C=CC=CC=2)C=CC=CC=1.N1C=CN=C1.[CH2:27]([C@@H:34]1[CH2:38][O:37][C:36](=[O:39])[N:35]1[C:40](=[O:47])[C@H:41]([CH2:45]O)[CH:42]([CH3:44])[CH3:43])[C:28]1[CH:33]=[CH:32][CH:31]=[CH:30][CH:29]=1. The catalyst class is: 11. Product: [CH2:27]([C@@H:34]1[CH2:38][O:37][C:36](=[O:39])[N:35]1[C:40](=[O:47])[C@H:41]([CH2:45][I:1])[CH:42]([CH3:44])[CH3:43])[C:28]1[CH:33]=[CH:32][CH:31]=[CH:30][CH:29]=1. (3) Product: [C@@H:16]([NH:15][C:6]1[CH:5]=[C:4]([CH:9]=[C:8]([C:10]2[N:11]=[N:12][NH:13][N:14]=2)[N:7]=1)[C:3]([OH:20])=[O:2])([CH2:18][CH3:19])[CH3:17]. Reactant: C[O:2][C:3](=[O:20])[C:4]1[CH:9]=[C:8]([C:10]2[N:11]=[N:12][NH:13][N:14]=2)[N:7]=[C:6]([NH:15][C@H:16]([CH2:18][CH3:19])[CH3:17])[CH:5]=1.[OH-].[Na+].Cl. The catalyst class is: 5. (4) Reactant: [CH:1](NC(C)C)(C)C.C([Li])CCC.[C:13]([C:15]1[CH:16]=[C:17]([CH2:22][C:23]([O:25][C:26]([CH3:29])([CH3:28])[CH3:27])=[O:24])[CH:18]=[CH:19][C:20]=1[F:21])#[N:14].CI.Cl. The catalyst class is: 1. Product: [C:13]([C:15]1[CH:16]=[C:17]([CH:22]([CH3:1])[C:23]([O:25][C:26]([CH3:29])([CH3:28])[CH3:27])=[O:24])[CH:18]=[CH:19][C:20]=1[F:21])#[N:14]. (5) Reactant: [NH2:1][C:2]1[CH:3]=[C:4]2[C:9](=[CH:10][CH:11]=1)[CH2:8][N:7]([C:12]([O:14][C:15]([CH3:18])([CH3:17])[CH3:16])=[O:13])[CH2:6][CH2:5]2.[Br:19]N1C(=O)CCC1=O. Product: [NH2:1][C:2]1[C:3]([Br:19])=[C:4]2[C:9](=[CH:10][CH:11]=1)[CH2:8][N:7]([C:12]([O:14][C:15]([CH3:18])([CH3:17])[CH3:16])=[O:13])[CH2:6][CH2:5]2. The catalyst class is: 2. (6) Reactant: [F:1][C:2]1[CH:7]=[CH:6][C:5]([NH:8][C:9](=O)[CH3:10])=[C:4]([N:12]2[CH:16]=[C:15]([CH3:17])[N:14]=[CH:13]2)[CH:3]=1.O=P12OP3(OP(OP(O3)(O1)=O)(=O)O2)=O. Product: [F:1][C:2]1[CH:3]=[C:4]2[C:5]([N:8]=[C:9]([CH3:10])[C:16]3[N:12]2[CH:13]=[N:14][C:15]=3[CH3:17])=[CH:6][CH:7]=1. The catalyst class is: 265. (7) Reactant: [Cl:1][C:2]1[C:19]([Cl:20])=[CH:18][C:5]2[NH:6][C:7]([C:9]3([C:14]([F:17])([F:16])[F:15])[CH:13]=[CH:12][CH2:11][O:10]3)=[N:8][C:4]=2[CH:3]=1. Product: [Cl:1][C:2]1[C:19]([Cl:20])=[CH:18][C:5]2[NH:6][C:7]([C:9]3([C:14]([F:17])([F:15])[F:16])[CH2:13][CH2:12][CH2:11][O:10]3)=[N:8][C:4]=2[CH:3]=1. The catalyst class is: 847. (8) Reactant: [NH2:1][C:2]1[CH:3]=[N:4][CH:5]=[CH:6][C:7]=1[N:8]1[CH2:13][CH2:12][CH:11]([C:14]([O:16]C)=[O:15])[CH2:10][CH2:9]1.CO.[Li+].[OH-]. Product: [NH2:1][C:2]1[CH:3]=[N:4][CH:5]=[CH:6][C:7]=1[N:8]1[CH2:13][CH2:12][CH:11]([C:14]([OH:16])=[O:15])[CH2:10][CH2:9]1. The catalyst class is: 6.